This data is from Forward reaction prediction with 1.9M reactions from USPTO patents (1976-2016). The task is: Predict the product of the given reaction. Given the reactants [CH:1]([SiH:4]([CH:14]([CH3:16])[CH3:15])[C:5]1[CH:13]=[CH:12][C:8]([C:9](Cl)=[O:10])=[CH:7][CH:6]=1)([CH3:3])[CH3:2].[OH-].[Na+].[NH2:19][CH2:20][CH2:21][CH2:22][C:23]([OH:25])=[O:24].Cl, predict the reaction product. The product is: [CH:1]([SiH:4]([CH:14]([CH3:16])[CH3:15])[C:5]1[CH:13]=[CH:12][C:8]([C:9]([NH:19][CH2:20][CH2:21][CH2:22][C:23]([OH:25])=[O:24])=[O:10])=[CH:7][CH:6]=1)([CH3:3])[CH3:2].